Dataset: NCI-60 drug combinations with 297,098 pairs across 59 cell lines. Task: Regression. Given two drug SMILES strings and cell line genomic features, predict the synergy score measuring deviation from expected non-interaction effect. (1) Drug 1: CCC1=CC2CC(C3=C(CN(C2)C1)C4=CC=CC=C4N3)(C5=C(C=C6C(=C5)C78CCN9C7C(C=CC9)(C(C(C8N6C)(C(=O)OC)O)OC(=O)C)CC)OC)C(=O)OC.C(C(C(=O)O)O)(C(=O)O)O. Drug 2: C1CN(CCN1C(=O)CCBr)C(=O)CCBr. Cell line: HCC-2998. Synergy scores: CSS=53.9, Synergy_ZIP=-3.71, Synergy_Bliss=-2.06, Synergy_Loewe=-22.2, Synergy_HSA=0.438. (2) Drug 1: CC1=C(C(=CC=C1)Cl)NC(=O)C2=CN=C(S2)NC3=CC(=NC(=N3)C)N4CCN(CC4)CCO. Drug 2: C(CC(=O)O)C(=O)CN.Cl. Cell line: U251. Synergy scores: CSS=0.914, Synergy_ZIP=1.08, Synergy_Bliss=6.25, Synergy_Loewe=1.57, Synergy_HSA=1.73. (3) Drug 1: CN1CCC(CC1)COC2=C(C=C3C(=C2)N=CN=C3NC4=C(C=C(C=C4)Br)F)OC. Drug 2: CC1=CC2C(CCC3(C2CCC3(C(=O)C)OC(=O)C)C)C4(C1=CC(=O)CC4)C. Cell line: NCI-H322M. Synergy scores: CSS=21.0, Synergy_ZIP=0.0570, Synergy_Bliss=-4.37, Synergy_Loewe=-41.9, Synergy_HSA=-7.68. (4) Drug 1: CC1=C(C(=CC=C1)Cl)NC(=O)C2=CN=C(S2)NC3=CC(=NC(=N3)C)N4CCN(CC4)CCO. Drug 2: CC12CCC3C(C1CCC2O)C(CC4=C3C=CC(=C4)O)CCCCCCCCCS(=O)CCCC(C(F)(F)F)(F)F. Cell line: CCRF-CEM. Synergy scores: CSS=-20.9, Synergy_ZIP=8.79, Synergy_Bliss=-0.452, Synergy_Loewe=-17.3, Synergy_HSA=-16.3. (5) Drug 1: C1C(C(OC1N2C=NC3=C2NC=NCC3O)CO)O. Synergy scores: CSS=-0.0880, Synergy_ZIP=0.0653, Synergy_Bliss=-0.570, Synergy_Loewe=-1.01, Synergy_HSA=-1.62. Cell line: SW-620. Drug 2: CC12CCC3C(C1CCC2OP(=O)(O)O)CCC4=C3C=CC(=C4)OC(=O)N(CCCl)CCCl.[Na+].